This data is from Forward reaction prediction with 1.9M reactions from USPTO patents (1976-2016). The task is: Predict the product of the given reaction. The product is: [O:3]1[CH2:8][CH2:7][CH2:6][CH2:5][CH:4]1[O:9][C@@H:10]1[CH2:14][CH2:13][NH:12][CH2:11]1. Given the reactants [OH-].[K+].[O:3]1[CH2:8][CH2:7][CH2:6][CH2:5][CH:4]1[O:9][CH:10]1[CH2:14][CH2:13][N:12](C=O)[CH2:11]1, predict the reaction product.